From a dataset of Reaction yield outcomes from USPTO patents with 853,638 reactions. Predict the reaction yield, written as a fraction of the theoretical maximum amount of product (1.0 means a 100% yield; for example, 0.34 means a 34% yield). (1) The reactants are Br[C:2]1[CH:7]=[CH:6][C:5]([C:8]2[N:17]=[C:16]([NH:18][C:19]3[NH:20][N:21]=[C:22]([CH3:24])[CH:23]=3)[C:15]3[C:10](=[CH:11][CH:12]=[CH:13][CH:14]=3)[N:9]=2)=[CH:4][CH:3]=1.C[Si]([C:29]#[CH:30])(C)C.C(N(CC)CC)C.CCCC[N+](CCCC)(CCCC)CCCC.[F-]. The catalyst is CN(C=O)C.[Cu]I.Cl[Pd](Cl)([P](C1C=CC=CC=1)(C1C=CC=CC=1)C1C=CC=CC=1)[P](C1C=CC=CC=1)(C1C=CC=CC=1)C1C=CC=CC=1. The product is [C:29]([C:2]1[CH:7]=[CH:6][C:5]([C:8]2[N:17]=[C:16]([NH:18][C:19]3[NH:20][N:21]=[C:22]([CH3:24])[CH:23]=3)[C:15]3[C:10](=[CH:11][CH:12]=[CH:13][CH:14]=3)[N:9]=2)=[CH:4][CH:3]=1)#[CH:30]. The yield is 0.700. (2) The reactants are Br[CH2:2][C:3]1[O:4][C:5](=[O:19])[C:6]2[C:11]([C:12]=1[C:13]1[CH:18]=[CH:17][CH:16]=[CH:15][CH:14]=1)=[CH:10][CH:9]=[CH:8][CH:7]=2.O.[N:21]1[C:29]([SH:30])=[C:28]2[C:24]([NH:25][CH:26]=[N:27]2)=[N:23][CH:22]=1.C([O-])([O-])=O.[K+].[K+]. The catalyst is CN(C=O)C.O. The product is [N:21]1[C:29]([S:30][CH2:2][C:3]2[O:4][C:5](=[O:19])[C:6]3[C:11]([C:12]=2[C:13]2[CH:18]=[CH:17][CH:16]=[CH:15][CH:14]=2)=[CH:10][CH:9]=[CH:8][CH:7]=3)=[C:28]2[C:24]([NH:25][CH:26]=[N:27]2)=[N:23][CH:22]=1. The yield is 0.560. (3) The reactants are C(=O)([O-])O.[Na+].Cl[C:7]1[N:8]=[CH:9][C:10]([C:13]([O:15]C)=[O:14])=[N:11][CH:12]=1.CC1(C)C(C)(C)OB([C:25]2[CH2:26][CH2:27][N:28]([C:31]([O:33][C:34]([CH3:37])([CH3:36])[CH3:35])=[O:32])[CH2:29][CH:30]=2)O1.C1(P(C2C=CC=CC=2)C2C=CC=CC=2)C=CC=CC=1. The catalyst is COCCOC.O.C([O-])(=O)C.[Pd+2].C([O-])(=O)C. The product is [CH3:37][C:34]([O:33][C:31]([N:28]1[CH2:27][CH:26]=[C:25]([C:7]2[N:8]=[CH:9][C:10]([C:13]([OH:15])=[O:14])=[N:11][CH:12]=2)[CH2:30][CH2:29]1)=[O:32])([CH3:35])[CH3:36]. The yield is 1.00. (4) No catalyst specified. The yield is 0.354. The reactants are [CH2:1]([C@@H:5]1[NH:10][CH2:9][C@H:8]([C:11]2[CH:15]=[CH:14][S:13][CH:12]=2)[NH:7][C:6]1=[O:16])[CH:2]([CH3:4])[CH3:3].[F:17][C:18]1[CH:28]=[C:27]([F:29])[CH:26]=[CH:25][C:19]=1[CH:20]=[CH:21][C:22](O)=[O:23].C([C@@H]1N(C(=O)/C=C/C2C=CC=CC=2)C[C@H](CC(C)C)NC1=O)C(C)C. The product is [F:17][C:18]1[CH:28]=[C:27]([F:29])[CH:26]=[CH:25][C:19]=1/[CH:20]=[CH:21]/[C:22]([N:10]1[CH2:9][C@H:8]([C:11]2[CH:15]=[CH:14][S:13][CH:12]=2)[NH:7][C:6](=[O:16])[C@@H:5]1[CH2:1][CH:2]([CH3:4])[CH3:3])=[O:23]. (5) The reactants are [C:1]1([C:7]2[S:11][C:10]([NH2:12])=[N:9][CH:8]=2)[CH:6]=[CH:5][CH:4]=[CH:3][CH:2]=1.CCN([CH:19]([CH3:21])C)C(C)C.C([CH:24]([C:28](Cl)=[O:29])[C:25](Cl)=[O:26])C.[OH2:31]. The catalyst is C(Cl)(Cl)Cl. The product is [CH2:19]([O:31][C:28](=[O:29])[CH2:24][C:25]([NH:12][C:10]1[S:11][C:7]([C:1]2[CH:2]=[CH:3][CH:4]=[CH:5][CH:6]=2)=[CH:8][N:9]=1)=[O:26])[CH3:21]. The yield is 0.460. (6) The reactants are [C:1]([N:8]([CH3:15])[C@H:9]([CH2:13][OH:14])[CH:10]([CH3:12])[CH3:11])([O:3][C:4]([CH3:7])([CH3:6])[CH3:5])=[O:2].C([O-])(O)=O.[Na+].[K+].[Br-].Cl[O-].[Na+]. The catalyst is ClCCl.O. The product is [C:4]([O:3][C:1](=[O:2])[N:8]([C@H:9]([CH:13]=[O:14])[CH:10]([CH3:11])[CH3:12])[CH3:15])([CH3:5])([CH3:7])[CH3:6]. The yield is 0.950.